From a dataset of Forward reaction prediction with 1.9M reactions from USPTO patents (1976-2016). Predict the product of the given reaction. (1) Given the reactants [OH:1][C:2]1[C:7]([CH:8]=[O:9])=[CH:6][C:5]([O:10][CH3:11])=[N:4][CH:3]=1.Cl[CH2:13][C:14]1[C:15]2[N:16]([CH:20]=[CH:21][N:22]=2)[CH:17]=[CH:18][CH:19]=1.C([O-])([O-])=O.[K+].[K+], predict the reaction product. The product is: [N:22]1[CH:21]=[CH:20][N:16]2[CH:17]=[CH:18][CH:19]=[C:14]([CH2:13][O:1][C:2]3[C:7]([CH:8]=[O:9])=[CH:6][C:5]([O:10][CH3:11])=[N:4][CH:3]=3)[C:15]=12. (2) Given the reactants C([O-])(O)=O.[Na+].[NH2:6][C@@H:7]([C:11]([OH:13])=[O:12])[C@H:8]([CH3:10])[OH:9].Cl[C:15]([O:17][CH2:18][CH2:19][CH2:20][CH2:21][CH2:22][CH2:23][CH2:24][CH3:25])=[O:16], predict the reaction product. The product is: [OH:9][C@@H:8]([CH3:10])[C@@H:7]([NH:6][C:15]([O:17][CH2:18][CH2:19][CH2:20][CH2:21][CH2:22][CH2:23][CH2:24][CH3:25])=[O:16])[C:11]([OH:13])=[O:12]. (3) Given the reactants [N:1]1([C:7]2[CH:14]=[CH:13][C:10]([C:11]#[N:12])=[CH:9][N:8]=2)[CH2:6][CH2:5][CH2:4][CH2:3][CH2:2]1.[H-].[Al+3].[Li+].[H-].[H-].[H-].C(OCC)(=O)C.O, predict the reaction product. The product is: [N:1]1([C:7]2[N:8]=[CH:9][C:10]([CH2:11][NH2:12])=[CH:13][CH:14]=2)[CH2:2][CH2:3][CH2:4][CH2:5][CH2:6]1. (4) The product is: [C:1]([C:3]1[C:4]([F:26])=[C:5]([CH2:9][C:10]2[N:11]=[C:12]3[S:19][C:18]([CH3:20])=[C:17]([C:21]([OH:23])=[O:22])[N:13]3[C:14](=[O:16])[CH:15]=2)[CH:6]=[CH:7][CH:8]=1)#[N:2]. Given the reactants [C:1]([C:3]1[C:4]([F:26])=[C:5]([CH2:9][C:10]2[N:11]=[C:12]3[S:19][C:18]([CH3:20])=[C:17]([C:21]([O:23]CC)=[O:22])[N:13]3[C:14](=[O:16])[CH:15]=2)[CH:6]=[CH:7][CH:8]=1)#[N:2].[OH-].[Li+].Cl, predict the reaction product. (5) Given the reactants [N:1]1([C:7]2[CH:8]=[CH:9][C:10]3[S:15](=[O:17])(=[O:16])[CH2:14][CH2:13][NH:12][C:11]=3[CH:18]=2)[CH2:6][CH2:5][O:4][CH2:3][CH2:2]1.CN(C=O)C.[H-].[Na+].Cl[C:27]1[C:36]2[C:31](=[CH:32][CH:33]=[CH:34][C:35]=2[F:37])[N:30]=[C:29]([C:38]2[CH:43]=[CH:42][CH:41]=[CH:40][C:39]=2[F:44])[C:28]=1[CH3:45], predict the reaction product. The product is: [F:37][C:35]1[CH:34]=[CH:33][CH:32]=[C:31]2[C:36]=1[C:27]([N:12]1[C:11]3[CH:18]=[C:7]([N:1]4[CH2:2][CH2:3][O:4][CH2:5][CH2:6]4)[CH:8]=[CH:9][C:10]=3[S:15](=[O:17])(=[O:16])[CH2:14][CH2:13]1)=[C:28]([CH3:45])[C:29]([C:38]1[CH:43]=[CH:42][CH:41]=[CH:40][C:39]=1[F:44])=[N:30]2. (6) Given the reactants [F:1][C:2]([F:11])([F:10])[C:3]1[CH:4]=[C:5]([CH:7]=[CH:8][CH:9]=1)[NH2:6].C(N(CC)CC)C.[C:19]([O:22][CH2:23][CH3:24])(=[O:21])[CH3:20].[OH2:25], predict the reaction product. The product is: [O:25]=[C:20]([NH:6][C:5]1[CH:7]=[CH:8][CH:9]=[C:3]([C:2]([F:10])([F:11])[F:1])[CH:4]=1)[C:19]([O:22][CH2:23][CH3:24])=[O:21].